Dataset: Reaction yield outcomes from USPTO patents with 853,638 reactions. Task: Predict the reaction yield, written as a fraction of the theoretical maximum amount of product (1.0 means a 100% yield; for example, 0.34 means a 34% yield). (1) The reactants are [CH3:1][O:2][C:3]1[C:16]2[C:15]3[NH:14][CH2:13][CH2:12][CH2:11][C:10]=3[C:9](=[O:17])[N:8](COC)[C:7]=2[CH:6]=[C:5]([CH2:21][NH:22][N:23]2[CH2:28][CH2:27][O:26][CH2:25][CH2:24]2)[CH:4]=1.[ClH:29]. The catalyst is C(O)C. The product is [ClH:29].[ClH:29].[ClH:29].[CH3:1][O:2][C:3]1[C:16]2[C:15]3[NH:14][CH2:13][CH2:12][CH2:11][C:10]=3[C:9](=[O:17])[NH:8][C:7]=2[CH:6]=[C:5]([CH2:21][NH:22][N:23]2[CH2:24][CH2:25][O:26][CH2:27][CH2:28]2)[CH:4]=1. The yield is 0.960. (2) The reactants are [NH2:1][C:2]1[N:3]=[C:4]([Cl:11])[C:5]2[CH:10]=[CH:9][NH:8][C:6]=2[N:7]=1.CCN(CC)CC.[Si:19](OS(C(F)(F)F)(=O)=O)([C:22]([CH3:25])([CH3:24])[CH3:23])([CH3:21])[CH3:20]. The catalyst is ClCCl. The product is [Si:19]([NH:1][C:2]1[N:3]=[C:4]([Cl:11])[C:5]2[CH:10]=[CH:9][NH:8][C:6]=2[N:7]=1)([C:22]([CH3:25])([CH3:24])[CH3:23])([CH3:21])[CH3:20]. The yield is 0.790. (3) The reactants are OC(C(F)(F)F)=O.[CH:8]([N:11]1[C:15]([C:16]2[S:17][C:18]3[CH2:19][CH2:20][O:21][C:22]4[CH:29]=[C:28]([CH:30]5[CH2:35][CH2:34][NH:33][CH2:32][CH2:31]5)[CH:27]=[CH:26][C:23]=4[C:24]=3[N:25]=2)=[N:14][CH:13]=[N:12]1)([CH3:10])[CH3:9].C(=O)([O-])[O-].[K+].[K+].Br[CH2:43][C:44]([NH:46][CH3:47])=[O:45]. The catalyst is C1COCC1.C(Cl)Cl.O. The product is [CH:8]([N:11]1[C:15]([C:16]2[S:17][C:18]3[CH2:19][CH2:20][O:21][C:22]4[CH:29]=[C:28]([CH:30]5[CH2:35][CH2:34][N:33]([CH2:43][C:44]([NH:46][CH3:47])=[O:45])[CH2:32][CH2:31]5)[CH:27]=[CH:26][C:23]=4[C:24]=3[N:25]=2)=[N:14][CH:13]=[N:12]1)([CH3:10])[CH3:9]. The yield is 0.820. (4) The reactants are [CH2:1]([O:8][C:9]1[CH:18]=[C:17]2[C:12]([C:13](Cl)=[CH:14][CH:15]=[N:16]2)=[CH:11][C:10]=1[C:20]#[N:21])[C:2]1[CH:7]=[CH:6][CH:5]=[CH:4][CH:3]=1.[N+:22]([C:25]1[CH:30]=[CH:29][C:28]([OH:31])=[CH:27][CH:26]=1)([O-:24])=[O:23].N1C(C)=CC=CC=1C.[Na]. The catalyst is O1CCCC1. The product is [CH2:1]([O:8][C:9]1[CH:18]=[C:17]2[C:12]([C:13]([O:31][C:28]3[CH:29]=[CH:30][C:25]([N+:22]([O-:24])=[O:23])=[CH:26][CH:27]=3)=[CH:14][CH:15]=[N:16]2)=[CH:11][C:10]=1[C:20]#[N:21])[C:2]1[CH:7]=[CH:6][CH:5]=[CH:4][CH:3]=1. The yield is 0.526. (5) The reactants are [CH3:1][C:2]1[C:3]([C:22]2[CH:27]=[CH:26][CH:25]=[CH:24][CH:23]=2)=[C:4]([O:14][C:15]2[CH:20]=[CH:19][C:18]([OH:21])=[CH:17][CH:16]=2)[C:5]2[C:10]([CH:11]=1)=[CH:9][C:8]([O:12][CH3:13])=[CH:7][CH:6]=2.C([O-])([O-])=O.[K+].[K+].[CH2:34]([O:36][C:37](=[O:40])[CH2:38]Br)[CH3:35]. The catalyst is CC(C)=O. The product is [CH3:1][C:2]1[C:3]([C:22]2[CH:27]=[CH:26][CH:25]=[CH:24][CH:23]=2)=[C:4]([O:14][C:15]2[CH:20]=[CH:19][C:18]([O:21][CH2:38][C:37]([O:36][CH2:34][CH3:35])=[O:40])=[CH:17][CH:16]=2)[C:5]2[C:10]([CH:11]=1)=[CH:9][C:8]([O:12][CH3:13])=[CH:7][CH:6]=2. The yield is 0.950. (6) The reactants are [Br:1][C:2]1[C:3](F)=[C:4]2[C:10]([NH:11][C:12](=[O:19])[C:13]3[CH:18]=[CH:17][CH:16]=[N:15][CH:14]=3)=[CH:9][NH:8][C:5]2=[N:6][CH:7]=1.[CH3:21][C:22]1([NH:28]C(=O)OC(C)(C)C)[CH2:27][CH2:26][CH2:25][NH:24][CH2:23]1.CCN(C(C)C)C(C)C.C(O)(C(F)(F)F)=O.C(Cl)[Cl:53]. The catalyst is CCCCO. The product is [ClH:53].[NH2:28][C:22]1([CH3:21])[CH2:27][CH2:26][CH2:25][N:24]([C:3]2[C:2]([Br:1])=[CH:7][N:6]=[C:5]3[NH:8][CH:9]=[C:10]([NH:11][C:12](=[O:19])[C:13]4[CH:18]=[CH:17][CH:16]=[N:15][CH:14]=4)[C:4]=23)[CH2:23]1. The yield is 0.0796. (7) The reactants are [CH3:13][C:12]([O:11][C:9](O[C:9]([O:11][C:12]([CH3:15])([CH3:14])[CH3:13])=[O:10])=[O:10])([CH3:15])[CH3:14].[NH2:16][C@@:17]1([CH2:24][C:25]#[CH:26])[CH2:21][CH2:20][N:19]([CH3:22])[C:18]1=[O:23]. The catalyst is C(Cl)Cl. The product is [CH3:22][N:19]1[CH2:20][CH2:21][C@@:17]([NH:16][C:9](=[O:10])[O:11][C:12]([CH3:13])([CH3:14])[CH3:15])([CH2:24][C:25]#[CH:26])[C:18]1=[O:23]. The yield is 0.933.